From a dataset of Reaction yield outcomes from USPTO patents with 853,638 reactions. Predict the reaction yield, written as a fraction of the theoretical maximum amount of product (1.0 means a 100% yield; for example, 0.34 means a 34% yield). (1) The reactants are Br[CH2:2][CH2:3][CH2:4][CH2:5][O:6][CH2:7][CH2:8][O:9][CH2:10][CH2:11][O:12][CH2:13][CH2:14][O:15][CH2:16][CH2:17][O:18][CH2:19][C:20]1[CH:25]=[CH:24][CH:23]=[CH:22][CH:21]=1.[I-:26].[Na+]. The catalyst is CC(C)=O. The product is [I:26][CH2:2][CH2:3][CH2:4][CH2:5][O:6][CH2:7][CH2:8][O:9][CH2:10][CH2:11][O:12][CH2:13][CH2:14][O:15][CH2:16][CH2:17][O:18][CH2:19][C:20]1[CH:25]=[CH:24][CH:23]=[CH:22][CH:21]=1. The yield is 0.950. (2) The reactants are [N+:1]([C:4]1[S:8][C:7]([C:9]2[O:10][C:11]3[CH:12]=[N:13][CH:14]=[CH:15][C:16]=3[N:17]=2)=[CH:6][CH:5]=1)([O-])=O.[NH4+].[Cl-].O. The catalyst is [Fe].CO. The product is [N:17]1[C:16]2[CH:15]=[CH:14][N:13]=[CH:12][C:11]=2[O:10][C:9]=1[C:7]1[S:8][C:4]([NH2:1])=[CH:5][CH:6]=1. The yield is 0.350. (3) The catalyst is C1COCC1. The product is [Br:30][C:31]1[CH:39]=[CH:38][C:34]([C:35]([NH:19][C:20]2[CH:29]=[CH:28][C:23]([C:24]([O:26][CH3:27])=[O:25])=[CH:22][N:21]=2)=[O:36])=[CH:33][N:32]=1. The yield is 0.710. The reactants are [I-].ClC1C=CC=C[N+]=1C.CCN(C(C)C)C(C)C.[NH2:19][C:20]1[CH:29]=[CH:28][C:23]([C:24]([O:26][CH3:27])=[O:25])=[CH:22][N:21]=1.[Br:30][C:31]1[CH:39]=[CH:38][C:34]([C:35](O)=[O:36])=[CH:33][N:32]=1. (4) The catalyst is O1CCCC1.C(OCC)(=O)C. The reactants are [CH3:1][O:2][C:3]([C:5]1[CH:6]=[C:7]2[CH:13]=[C:12]([C:14]([C:21]3[CH:26]=[CH:25][C:24]([C:27]([CH3:36])([O:29][CH:30]4[CH2:35][CH2:34][CH2:33][CH2:32][O:31]4)[CH3:28])=[C:23]([F:37])[CH:22]=3)=[CH:15][CH:16]3[CH2:20][CH2:19][CH2:18][CH2:17]3)[N:11](S(C3C=CC=CC=3)(=O)=O)[C:8]2=[N:9][CH:10]=1)=[O:4].[F-].C([N+](CCCC)(CCCC)CCCC)CCC. The yield is 0.638. The product is [CH3:1][O:2][C:3]([C:5]1[CH:6]=[C:7]2[CH:13]=[C:12]([C:14]([C:21]3[CH:26]=[CH:25][C:24]([C:27]([CH3:28])([O:29][CH:30]4[CH2:35][CH2:34][CH2:33][CH2:32][O:31]4)[CH3:36])=[C:23]([F:37])[CH:22]=3)=[CH:15][CH:16]3[CH2:17][CH2:18][CH2:19][CH2:20]3)[NH:11][C:8]2=[N:9][CH:10]=1)=[O:4]. (5) The reactants are CS(Cl)(=O)=O.[Br:6][C:7]1[CH:12]=[CH:11][C:10]([CH2:13][CH2:14]O)=[CH:9][CH:8]=1.C(N(CC)CC)C.[NH:23]1[CH2:28][CH2:27][CH2:26][CH2:25][CH2:24]1.C(=O)([O-])[O-].[K+].[K+]. The catalyst is C(Cl)Cl.C(#N)C. The product is [Br:6][C:7]1[CH:12]=[CH:11][C:10]([CH2:13][CH2:14][N:23]2[CH2:28][CH2:27][CH2:26][CH2:25][CH2:24]2)=[CH:9][CH:8]=1. The yield is 0.950. (6) The yield is 0.900. The product is [C:16]([O:15][C:13](=[O:14])[NH:1][C:2]1[C:11]2[C:6](=[CH:7][CH:8]=[C:9]([OH:12])[CH:10]=2)[CH:5]=[CH:4][CH:3]=1)([CH3:19])([CH3:18])[CH3:17]. The reactants are [NH2:1][C:2]1[CH:3]=[CH:4][CH:5]=[C:6]2[C:11]=1[CH:10]=[C:9]([OH:12])[CH:8]=[CH:7]2.[C:13](O[C:13]([O:15][C:16]([CH3:19])([CH3:18])[CH3:17])=[O:14])([O:15][C:16]([CH3:19])([CH3:18])[CH3:17])=[O:14].C(Cl)Cl.CCOCC. The catalyst is C(Cl)Cl.O1CCCC1. (7) The reactants are [F:1][C:2]1[CH:7]=[CH:6][C:5]([C:8]2([CH3:30])[CH:17]([C:18]3[N:19]([CH3:23])[CH:20]=[CH:21][N:22]=3)[C:16](=O)[C:15]3[C:14]([C:25](OCC)=[O:26])=[CH:13][CH:12]=[CH:11][C:10]=3[NH:9]2)=[CH:4][CH:3]=1.O.[NH2:32][NH2:33]. The yield is 0.360. The product is [F:1][C:2]1[CH:3]=[CH:4][C:5]([C:8]2([CH3:30])[NH:9][C:10]3[C:15]4[C:16](=[N:32][NH:33][C:25](=[O:26])[C:14]=4[CH:13]=[CH:12][CH:11]=3)[CH:17]2[C:18]2[N:19]([CH3:23])[CH:20]=[CH:21][N:22]=2)=[CH:6][CH:7]=1. The catalyst is CO. (8) The reactants are [F:1][C:2]1[N:6]([CH3:7])[N:5]=[C:4]([C:8]([F:11])([F:10])[F:9])[C:3]=1[CH2:12]O.P(Br)(Br)[Br:15].O. The catalyst is C(OCC)C. The product is [Br:15][CH2:12][C:3]1[C:4]([C:8]([F:11])([F:10])[F:9])=[N:5][N:6]([CH3:7])[C:2]=1[F:1]. The yield is 0.808. (9) The reactants are [C:1](=[O:21])(OC1C=CC([N+]([O-])=O)=CC=1)[O:2][CH2:3][C:4]1[CH:9]=[CH:8][CH:7]=[C:6]([Br:10])[CH:5]=1.C(N(C(C)C)C(C)C)C.Cl.[NH2:32][CH2:33][CH2:34][C:35]([O:37][C:38]([CH3:41])([CH3:40])[CH3:39])=[O:36]. The catalyst is C(Cl)Cl. The product is [Br:10][C:6]1[CH:5]=[C:4]([CH:9]=[CH:8][CH:7]=1)[CH2:3][O:2][C:1]([NH:32][CH2:33][CH2:34][C:35]([O:37][C:38]([CH3:41])([CH3:40])[CH3:39])=[O:36])=[O:21]. The yield is 0.890. (10) The reactants are [N+](C1C=CC(C[O:9][C:10]([C:12]2[N:13]3[C@H:16]([S:17][CH:18]=2)[C:15]([CH:20](OC(=O)C)[C:21]2[N:22]=[C:23]4[N:31]=[C:30]5[N:25]([CH2:26][CH2:27][CH2:28][CH2:29]5)[N:24]4[CH:32]=2)(Br)[C:14]3=[O:37])=[O:11])=CC=1)([O-])=O.P([O-])([O-])([O-])=O.[OH-].[Na+:46].C(OCC)(=O)C. The catalyst is C1COCC1.C(#N)C.[Zn]. The product is [Na+:46].[N:22]1[C:21](/[CH:20]=[C:15]2\[CH:16]3[N:13]([C:14]\2=[O:37])[C:12]([C:10]([O-:11])=[O:9])=[CH:18][S:17]3)=[CH:32][N:24]2[N:25]3[C:30]([CH2:29][CH2:28][CH2:27][CH2:26]3)=[N:31][C:23]=12. The yield is 0.180.